From a dataset of Reaction yield outcomes from USPTO patents with 853,638 reactions. Predict the reaction yield, written as a fraction of the theoretical maximum amount of product (1.0 means a 100% yield; for example, 0.34 means a 34% yield). (1) The reactants are [Cl:1][C:2]1[CH:3]=[C:4]([CH:8]=[CH:9][C:10]=1[O:11][CH:12]([CH3:14])[CH3:13])[C:5](O)=[O:6].B. The catalyst is C1COCC1. The product is [Cl:1][C:2]1[CH:3]=[C:4]([CH:8]=[CH:9][C:10]=1[O:11][CH:12]([CH3:14])[CH3:13])[CH2:5][OH:6]. The yield is 1.00. (2) The reactants are C(N(CC)CC)C.[CH:8]([C:10]1[C:18]2[C:13](=[C:14]([CH3:19])[CH:15]=[CH:16][CH:17]=2)[N:12](C(OC(C)(C)C)=O)[CH:11]=1)=[O:9].[CH:27](=[N:34][C:35]1[CH:36]=[C:37]([CH2:43][OH:44])[CH:38]=[C:39]([O:41][CH3:42])[CH:40]=1)[C:28]1[CH:33]=[CH:32][CH:31]=[CH:30][CH:29]=1. The catalyst is [Cl-].C([N+]1C(C)=C(CCO)SC=1)C1C=CC=CC=1.C(O)C. The product is [OH:44][CH2:43][C:37]1[CH:36]=[C:35]([NH:34][CH:27]([C:28]2[CH:33]=[CH:32][CH:31]=[CH:30][CH:29]=2)[C:8]([C:10]2[C:18]3[C:13](=[C:14]([CH3:19])[CH:15]=[CH:16][CH:17]=3)[NH:12][CH:11]=2)=[O:9])[CH:40]=[C:39]([O:41][CH3:42])[CH:38]=1. The yield is 0.200. (3) The reactants are C(NC(C)C)(C)C.C([Li])CCC.[CH3:13][O:14][C:15](=[O:24])[CH2:16][C:17]1[CH:22]=[CH:21][C:20]([I:23])=[CH:19][CH:18]=1.[CH:25]1([C:31](Cl)=[O:32])[CH2:30][CH2:29][CH2:28][CH2:27][CH2:26]1. The catalyst is O1CCCC1.CCCCCC. The product is [CH3:13][O:14][C:15](=[O:24])[CH:16]([C:17]1[CH:22]=[CH:21][C:20]([I:23])=[CH:19][CH:18]=1)[C:31]([CH:25]1[CH2:30][CH2:29][CH2:28][CH2:27][CH2:26]1)=[O:32]. The yield is 0.800. (4) The reactants are [CH:1]([C:3]1[CH:11]=[CH:10][CH:9]=[CH:8][C:4]=1[C:5]([OH:7])=[O:6])=[O:2].[CH3:12][C:13](=[CH:15][CH2:16][CH2:17]/[C:18](=[CH:20]/[CH2:21]O)/[CH3:19])[CH3:14].C1CCC(N=C=NC2CCCCC2)CC1. The yield is 0.220. The catalyst is CN(C1C=CN=CC=1)C.ClCCl. The product is [CH:1]([C:3]1[CH:11]=[CH:10][CH:9]=[CH:8][C:4]=1[C:5]([O:7][CH2:21]/[CH:20]=[C:18](\[CH3:19])/[CH2:17][CH2:16][CH:15]=[C:13]([CH3:14])[CH3:12])=[O:6])=[O:2]. (5) The reactants are [H-].[Na+].[Br:3][C:4]1[CH:9]=[CH:8][C:7]([CH2:10][C:11]#[N:12])=[CH:6][CH:5]=1.Br[CH2:14][CH2:15][CH2:16]Br. The catalyst is CS(C)=O.O. The product is [Br:3][C:4]1[CH:9]=[CH:8][C:7]([C:10]2([C:11]#[N:12])[CH2:16][CH2:15][CH2:14]2)=[CH:6][CH:5]=1. The yield is 0.410. (6) The reactants are [CH3:1][O:2][C:3]1[CH:8]=[C:7]([N+:9]([O-])=O)[CH:6]=[CH:5][C:4]=1[N:12]1[CH2:17][CH2:16][CH:15]([O:18][Si:19]([CH:26]([CH3:28])[CH3:27])([CH:23]([CH3:25])[CH3:24])[CH:20]([CH3:22])[CH3:21])[CH2:14][CH2:13]1. The catalyst is C1COCC1.[Pd]. The product is [CH3:1][O:2][C:3]1[CH:8]=[C:7]([NH2:9])[CH:6]=[CH:5][C:4]=1[N:12]1[CH2:17][CH2:16][CH:15]([O:18][Si:19]([CH:23]([CH3:25])[CH3:24])([CH:26]([CH3:28])[CH3:27])[CH:20]([CH3:22])[CH3:21])[CH2:14][CH2:13]1. The yield is 1.00. (7) The reactants are [OH:1][N:2]1C2C=CC=CC=2N=N1.Cl.C(N=C=NCCCN(C)C)C.[CH2:23]([O:27][C:28]1[CH:33]=[CH:32][C:31]([S:34]([CH2:37][NH:38][CH2:39][CH:40]([N:44]2[CH2:49][CH2:48][N:47]([S:50]([CH3:53])(=[O:52])=[O:51])[CH2:46][CH2:45]2)[C:41](O)=[O:42])(=[O:36])=[O:35])=[CH:30][CH:29]=1)[C:24]#[C:25][CH3:26].C(O)(=O)CC(CC(O)=O)(C(O)=O)O. The catalyst is CN(C)C=O. The product is [CH2:23]([O:27][C:28]1[CH:33]=[CH:32][C:31]([S:34]([CH2:37][NH:38][CH2:39][CH:40]([N:44]2[CH2:45][CH2:46][N:47]([S:50]([CH3:53])(=[O:51])=[O:52])[CH2:48][CH2:49]2)[C:41]([NH:2][OH:1])=[O:42])(=[O:36])=[O:35])=[CH:30][CH:29]=1)[C:24]#[C:25][CH3:26]. The yield is 0.500. (8) The reactants are Cl.[NH2:2][C:3]1[CH:34]=[CH:33][C:6]2[NH:7][C:8]([C:13]3[C:14](=[O:32])[C:15]([CH2:25][CH:26]4[CH2:31][CH2:30][CH2:29][CH2:28][CH2:27]4)([CH3:24])[C:16]4[C:21]([C:22]=3[OH:23])=[CH:20][CH:19]=[CH:18][CH:17]=4)=[N:9][S:10](=[O:12])(=[O:11])[C:5]=2[CH:4]=1.[S:35](Cl)([CH3:38])(=[O:37])=[O:36].N1C=CC=CC=1. The catalyst is CC(C)=O. The product is [CH:26]1([CH2:25][C:15]2([CH3:24])[C:16]3[C:21](=[CH:20][CH:19]=[CH:18][CH:17]=3)[C:22]([OH:23])=[C:13]([C:8]3[NH:7][C:6]4[CH:33]=[CH:34][C:3]([NH:2][S:35]([CH3:38])(=[O:37])=[O:36])=[CH:4][C:5]=4[S:10](=[O:12])(=[O:11])[N:9]=3)[C:14]2=[O:32])[CH2:31][CH2:30][CH2:29][CH2:28][CH2:27]1. The yield is 0.420. (9) The reactants are [Br:1][C:2]1[CH:7]=[C:6]([Cl:8])[N:5]=[C:4]([OH:9])[CH:3]=1.[C:10](=O)([O-])[O-].[K+].[K+].IC. The catalyst is CN(C=O)C. The product is [Br:1][C:2]1[CH:7]=[C:6]([Cl:8])[N:5]([CH3:10])[C:4](=[O:9])[CH:3]=1. The yield is 0.380. (10) The reactants are Cl[C:2]1[N:7]=[C:6]([NH:8][C@@H:9]2[C:17]3[C:12](=[CH:13][CH:14]=[CH:15][CH:16]=3)[CH2:11][CH2:10]2)[N:5]=[C:4]([NH:18][C@H:19]2[C@@H:23]3[O:24][C:25]([CH3:28])([CH3:27])[O:26][C@@H:22]3[C@@H:21]([CH2:29][OH:30])[CH2:20]2)[N:3]=1. The catalyst is CCO.[Pd]. The product is [C@@H:9]1([NH:8][C:6]2[N:7]=[CH:2][N:3]=[C:4]([NH:18][C@H:19]3[C@@H:23]4[O:24][C:25]([CH3:27])([CH3:28])[O:26][C@@H:22]4[C@@H:21]([CH2:29][OH:30])[CH2:20]3)[N:5]=2)[C:17]2[C:12](=[CH:13][CH:14]=[CH:15][CH:16]=2)[CH2:11][CH2:10]1. The yield is 0.480.